Dataset: Drug-target binding data from BindingDB using IC50 measurements. Task: Regression. Given a target protein amino acid sequence and a drug SMILES string, predict the binding affinity score between them. We predict pIC50 (pIC50 = -log10(IC50 in M); higher means more potent). Dataset: bindingdb_ic50. (1) The drug is C[C@H](c1ccc(C(=O)NCCC(=O)O)cc1)N1C(=O)C(c2cccc(Cl)c2F)=N[C@]12CC[C@@H](C(C)(C)C)CC2. The target protein (P43220) has sequence MAGAPGPLRLALLLLGMVGRAGPRPQGATVSLWETVQKWREYRRQCQRSLTEDPPPATDLFCNRTFDEYACWPDGEPGSFVNVSCPWYLPWASSVPQGHVYRFCTAEGLWLQKDNSSLPWRDLSECEESKRGERSSPEEQLLFLYIIYTVGYALSFSALVIASAILLGFRHLHCTRNYIHLNLFASFILRALSVFIKDAALKWMYSTAAQQHQWDGLLSYQDSLSCRLVFLLMQYCVAANYYWLLVEGVYLYTLLAFSVLSEQWIFRLYVSIGWGVPLLFVVPWGIVKYLYEDEGCWTRNSNMNYWLIIRLPILFAIGVNFLIFVRVICIVVSKLKANLMCKTDIKCRLAKSTLTLIPLLGTHEVIFAFVMDEHARGTLRFIKLFTELSFTSFQGLMVAILYCFVNNEVQLEFRKSWERWRLEHLHIQRDSSMKPLKCPTSSLSSGATAGSSMYTATCQASCS. The pIC50 is 5.0. (2) The compound is Cc1ccc(Cl)c(Nc2ccccc2C(=O)O)c1Cl. The target protein (Q05769) has sequence MLFRAVLLCAALGLSQAANPCCSNPCQNRGECMSTGFDQYKCDCTRTGFYGENCTTPEFLTRIKLLLKPTPNTVHYILTHFKGVWNIVNNIPFLRSLIMKYVLTSRSYLIDSPPTYNVHYGYKSWEAFSNLSYYTRALPPVADDCPTPMGVKGNKELPDSKEVLEKVLLRREFIPDPQGSNMMFAFFAQHFTHQFFKTDHKRGPGFTRGLGHGVDLNHIYGETLDRQHKLRLFKDGKLKYQVIGGEVYPPTVKDTQVEMIYPPHIPENLQFAVGQEVFGLVPGLMMYATIWLREHNRVCDILKQEHPEWGDEQLFQTSRLILIGETIKIVIEDYVQHLSGYHFKLKFDPELLFNQQFQYQNRIASEFNTLYHWHPLLPDTFNIEDQEYSFKQFLYNNSILLEHGLTQFVESFTRQIAGRVAGGRNVPIAVQAVAKASIDQSREMKYQSLNEYRKRFSLKPYTSFEELTGEKEMAAELKALYSDIDVMELYPALLVEKPRP.... The pIC50 is 6.7.